From a dataset of NCI-60 drug combinations with 297,098 pairs across 59 cell lines. Regression. Given two drug SMILES strings and cell line genomic features, predict the synergy score measuring deviation from expected non-interaction effect. (1) Drug 1: C1C(C(OC1N2C=C(C(=O)NC2=O)F)CO)O. Drug 2: CCC1=C2CN3C(=CC4=C(C3=O)COC(=O)C4(CC)O)C2=NC5=C1C=C(C=C5)O. Cell line: SNB-19. Synergy scores: CSS=13.6, Synergy_ZIP=-7.69, Synergy_Bliss=-1.21, Synergy_Loewe=-7.93, Synergy_HSA=-1.80. (2) Drug 1: CC1CC2C3CCC4=CC(=O)C=CC4(C3(C(CC2(C1(C(=O)CO)O)C)O)F)C. Drug 2: CCC1=C2N=C(C=C(N2N=C1)NCC3=C[N+](=CC=C3)[O-])N4CCCCC4CCO. Cell line: UACC62. Synergy scores: CSS=30.9, Synergy_ZIP=-2.82, Synergy_Bliss=-5.29, Synergy_Loewe=-70.4, Synergy_HSA=-5.50. (3) Drug 1: C1=CN(C(=O)N=C1N)C2C(C(C(O2)CO)O)O.Cl. Drug 2: CCN(CC)CCNC(=O)C1=C(NC(=C1C)C=C2C3=C(C=CC(=C3)F)NC2=O)C. Cell line: SK-MEL-5. Synergy scores: CSS=8.39, Synergy_ZIP=-3.59, Synergy_Bliss=-2.75, Synergy_Loewe=-6.55, Synergy_HSA=-3.18. (4) Drug 1: CC(C)NC(=O)C1=CC=C(C=C1)CNNC.Cl. Drug 2: CC1=C(C(=O)C2=C(C1=O)N3CC4C(C3(C2COC(=O)N)OC)N4)N. Cell line: SNB-19. Synergy scores: CSS=36.9, Synergy_ZIP=28.3, Synergy_Bliss=30.4, Synergy_Loewe=28.8, Synergy_HSA=26.9. (5) Drug 1: CCCS(=O)(=O)NC1=C(C(=C(C=C1)F)C(=O)C2=CNC3=C2C=C(C=N3)C4=CC=C(C=C4)Cl)F. Drug 2: CCC1(CC2CC(C3=C(CCN(C2)C1)C4=CC=CC=C4N3)(C5=C(C=C6C(=C5)C78CCN9C7C(C=CC9)(C(C(C8N6C)(C(=O)OC)O)OC(=O)C)CC)OC)C(=O)OC)O.OS(=O)(=O)O. Cell line: EKVX. Synergy scores: CSS=38.6, Synergy_ZIP=9.22, Synergy_Bliss=10.6, Synergy_Loewe=-33.7, Synergy_HSA=9.06. (6) Drug 1: COCCOC1=C(C=C2C(=C1)C(=NC=N2)NC3=CC=CC(=C3)C#C)OCCOC. Drug 2: CC1CCC2CC(C(=CC=CC=CC(CC(C(=O)C(C(C(=CC(C(=O)CC(OC(=O)C3CCCCN3C(=O)C(=O)C1(O2)O)C(C)CC4CCC(C(C4)OC)OP(=O)(C)C)C)C)O)OC)C)C)C)OC. Cell line: SK-OV-3. Synergy scores: CSS=61.8, Synergy_ZIP=7.53, Synergy_Bliss=7.96, Synergy_Loewe=15.4, Synergy_HSA=16.2. (7) Cell line: SNB-75. Synergy scores: CSS=8.10, Synergy_ZIP=0.478, Synergy_Bliss=-2.61, Synergy_Loewe=-2.89, Synergy_HSA=-2.85. Drug 1: C1=NC2=C(N1)C(=S)N=C(N2)N. Drug 2: CC(C)(C#N)C1=CC(=CC(=C1)CN2C=NC=N2)C(C)(C)C#N.